From a dataset of Forward reaction prediction with 1.9M reactions from USPTO patents (1976-2016). Predict the product of the given reaction. (1) Given the reactants [N:1]([CH2:4][C:5]1[N:10]=[C:9]([C:11]2([OH:34])[CH2:17][CH:16]3[N:18]([CH:19]([C:27]4[CH:32]=[CH:31][CH:30]=[CH:29][C:28]=4[Cl:33])[C:20]4[CH:25]=[CH:24][CH:23]=[CH:22][C:21]=4[Cl:26])[CH:13]([CH2:14][CH2:15]3)[CH2:12]2)[CH:8]=[CH:7][CH:6]=1)=[N+]=[N-].N, predict the reaction product. The product is: [NH2:1][CH2:4][C:5]1[N:10]=[C:9]([C:11]2([OH:34])[CH2:17][CH:16]3[N:18]([CH:19]([C:20]4[CH:25]=[CH:24][CH:23]=[CH:22][C:21]=4[Cl:26])[C:27]4[CH:32]=[CH:31][CH:30]=[CH:29][C:28]=4[Cl:33])[CH:13]([CH2:14][CH2:15]3)[CH2:12]2)[CH:8]=[CH:7][CH:6]=1. (2) Given the reactants [F:1][C:2]1[C:7]([F:8])=[CH:6][CH:5]=[CH:4][C:3]=1[CH2:9][S:10][C:11]1[N:16]=[C:15]([NH:17][S:18]([N:21]2[CH2:24][CH2:23][CH2:22]2)(=[O:20])=[O:19])[CH:14]=[C:13]([O:25][C@@H:26]([C@H:28]2[CH2:32][O:31]C(C)(C)[O:29]2)[CH3:27])[N:12]=1.O.O.O.O.O.O.[Cl-].C(=O)(O)[O-].[Na+], predict the reaction product. The product is: [F:1][C:2]1[C:7]([F:8])=[CH:6][CH:5]=[CH:4][C:3]=1[CH2:9][S:10][C:11]1[N:16]=[C:15]([NH:17][S:18]([N:21]2[CH2:24][CH2:23][CH2:22]2)(=[O:20])=[O:19])[CH:14]=[C:13]([O:25][C@H:26]([CH3:27])[C@H:28]([OH:29])[CH2:32][OH:31])[N:12]=1. (3) Given the reactants Br[C:2]1[CH:3]=[CH:4][C:5]2[N:9]=[C:8]([C@@H:10]3[CH2:14][CH2:13][CH2:12][N:11]3[C:15]([O:17][C:18]([CH3:21])([CH3:20])[CH3:19])=[O:16])[NH:7][C:6]=2[CH:22]=1.[B:23]1([B:23]2[O:27][C:26]([CH3:29])([CH3:28])[C:25]([CH3:31])([CH3:30])[O:24]2)[O:27][C:26]([CH3:29])([CH3:28])[C:25]([CH3:31])([CH3:30])[O:24]1.C([O-])(=O)C.[K+], predict the reaction product. The product is: [CH3:30][C:25]1([CH3:31])[C:26]([CH3:29])([CH3:28])[O:27][B:23]([C:2]2[CH:3]=[CH:4][C:5]3[N:9]=[C:8]([C@@H:10]4[CH2:14][CH2:13][CH2:12][N:11]4[C:15]([O:17][C:18]([CH3:21])([CH3:20])[CH3:19])=[O:16])[NH:7][C:6]=3[CH:22]=2)[O:24]1. (4) Given the reactants [F:1]/[C:2](/[C:14]1[CH:18]=[C:17]([CH3:19])[NH:16][N:15]=1)=[CH:3]\[C:4]1[CH:9]=[CH:8][C:7]([CH2:10][CH:11]([CH3:13])[CH3:12])=[CH:6][CH:5]=1.CS(O[CH2:25][C:26]1[CH:27]=[N:28][C:29]([Cl:32])=[CH:30][CH:31]=1)(=O)=O, predict the reaction product. The product is: [Cl:32][C:29]1[CH:30]=[CH:31][C:26]([CH2:25][N:16]2[C:17]([CH3:19])=[CH:18][C:14](/[C:2](/[F:1])=[CH:3]/[C:4]3[CH:5]=[CH:6][C:7]([CH2:10][CH:11]([CH3:13])[CH3:12])=[CH:8][CH:9]=3)=[N:15]2)=[CH:27][N:28]=1. (5) Given the reactants [C:1]([C:4]1[N:5]=[C:6]2[C:12]3[CH:13]=[C:14]([C:18]#[C:19][C:20]([OH:23])([CH3:22])[CH3:21])[C:15]([F:17])=[CH:16][C:11]=3[O:10][CH2:9][CH2:8][N:7]2[C:24]=1[C:25]([OH:27])=O)(=[O:3])[NH2:2].[NH2:28][CH2:29][CH2:30][N:31]1[CH2:36][CH2:35][O:34][CH2:33][CH2:32]1, predict the reaction product. The product is: [F:17][C:15]1[C:14]([C:18]#[C:19][C:20]([OH:23])([CH3:21])[CH3:22])=[CH:13][C:12]2[C:6]3[N:7]([C:24]([C:25]([NH:28][CH2:29][CH2:30][N:31]4[CH2:36][CH2:35][O:34][CH2:33][CH2:32]4)=[O:27])=[C:4]([C:1]([NH2:2])=[O:3])[N:5]=3)[CH2:8][CH2:9][O:10][C:11]=2[CH:16]=1. (6) Given the reactants [CH3:1][S:2]([C:5]1[CH:10]=[CH:9][C:8]([C:11]2[N:16]=[CH:15][C:14]([CH2:17][O:18][CH:19]3[CH2:24][CH2:23][N:22](C(OC(C)(C)C)=O)[CH2:21][CH2:20]3)=[CH:13][CH:12]=2)=[CH:7][CH:6]=1)(=[O:4])=[O:3].C(O)(C(F)(F)F)=O, predict the reaction product. The product is: [CH3:1][S:2]([C:5]1[CH:10]=[CH:9][C:8]([C:11]2[CH:12]=[CH:13][C:14]([CH2:17][O:18][CH:19]3[CH2:24][CH2:23][NH:22][CH2:21][CH2:20]3)=[CH:15][N:16]=2)=[CH:7][CH:6]=1)(=[O:3])=[O:4]. (7) Given the reactants [OH:1][CH2:2][C@H:3]([N:5]1[C:13]2[C:8](=[C:9]([C:16]([F:19])([F:18])[F:17])[C:10]([C:14]#[N:15])=[CH:11][CH:12]=2)[CH:7]=[C:6]1[CH3:20])[CH3:4].[N:21]1[CH:26]=[CH:25][CH:24]=[C:23](O)[CH:22]=1, predict the reaction product. The product is: [CH3:20][C:6]1[N:5]([C@H:3]([CH3:4])[CH2:2][O:1][C:23]2[CH:22]=[N:21][CH:26]=[CH:25][CH:24]=2)[C:13]2[C:8]([CH:7]=1)=[C:9]([C:16]([F:19])([F:17])[F:18])[C:10]([C:14]#[N:15])=[CH:11][CH:12]=2. (8) Given the reactants O[CH2:2][CH2:3][N:4]1[CH2:8][CH2:7][CH2:6][C:5]1=[O:9].C1C=CC(P(C2C=CC=CC=2)C2C=CC=CC=2)=CC=1.C(Br)(Br)(Br)[Br:30], predict the reaction product. The product is: [Br:30][CH2:2][CH2:3][N:4]1[CH2:8][CH2:7][CH2:6][C:5]1=[O:9]. (9) Given the reactants [H-].[Al+3].[Li+].[H-].[H-].[H-].[F:7][C:8]1[CH:16]=[C:15]2[C:11]([C:12]([C:17](O)=[O:18])=[N:13][NH:14]2)=[CH:10][CH:9]=1.[C@H](O)(C([O-])=O)[C@@H](O)C([O-])=O.[Na+].[K+], predict the reaction product. The product is: [F:7][C:8]1[CH:16]=[C:15]2[C:11]([C:12]([CH2:17][OH:18])=[N:13][NH:14]2)=[CH:10][CH:9]=1.